From a dataset of Peptide-MHC class I binding affinity with 185,985 pairs from IEDB/IMGT. Regression. Given a peptide amino acid sequence and an MHC pseudo amino acid sequence, predict their binding affinity value. This is MHC class I binding data. (1) The peptide sequence is RSLYNTVAVLY. The MHC is HLA-B15:17 with pseudo-sequence HLA-B15:17. The binding affinity (normalized) is 0.770. (2) The peptide sequence is AFDLSFFLK. The MHC is HLA-A30:01 with pseudo-sequence HLA-A30:01. The binding affinity (normalized) is 0.0847. (3) The peptide sequence is SLKLLNTRRRQ. The MHC is H-2-Db with pseudo-sequence H-2-Db. The binding affinity (normalized) is 0. (4) The peptide sequence is DQTHIKTIA. The MHC is HLA-A02:02 with pseudo-sequence HLA-A02:02. The binding affinity (normalized) is 0.